From a dataset of Full USPTO retrosynthesis dataset with 1.9M reactions from patents (1976-2016). Predict the reactants needed to synthesize the given product. Given the product [CH3:16][C:15]1[C:9]2[C:10](=[N:11][CH:12]=[C:7]([CH:20]=[O:21])[CH:8]=2)[NH:13][N:14]=1, predict the reactants needed to synthesize it. The reactants are: [Li]C(C)(C)C.Br[C:7]1[CH:8]=[C:9]2[C:15]([CH3:16])=[N:14][NH:13][C:10]2=[N:11][CH:12]=1.CN([CH:20]=[O:21])C.